From a dataset of Catalyst prediction with 721,799 reactions and 888 catalyst types from USPTO. Predict which catalyst facilitates the given reaction. (1) Reactant: [Cl:1][C:2]1[CH:7]=[CH:6][C:5]([CH:8]([C:20]2[CH:25]=[CH:24][C:23]([Cl:26])=[CH:22][CH:21]=2)[C:9]2[CH:10]=[C:11]3[C:16](=[CH:17][CH:18]=2)[N:15]=[CH:14][N:13]=[C:12]3Cl)=[CH:4][CH:3]=1.Cl.Cl.[CH3:29][O:30][C:31]1[CH:36]=[CH:35][C:34]([N:37]2[CH2:42][CH2:41][CH:40]([NH2:43])[CH2:39][CH2:38]2)=[CH:33][CH:32]=1.CC(O)C. Product: [Cl:1][C:2]1[CH:3]=[CH:4][C:5]([CH:8]([C:20]2[CH:21]=[CH:22][C:23]([Cl:26])=[CH:24][CH:25]=2)[C:9]2[CH:10]=[C:11]3[C:16](=[CH:17][CH:18]=2)[N:15]=[CH:14][N:13]=[C:12]3[NH:43][CH:40]2[CH2:41][CH2:42][N:37]([C:34]3[CH:35]=[CH:36][C:31]([O:30][CH3:29])=[CH:32][CH:33]=3)[CH2:38][CH2:39]2)=[CH:6][CH:7]=1. The catalyst class is: 66. (2) Reactant: [CH2:1]([O:8][C:9]([N:11]1[CH2:16][CH2:15][CH:14]([N:17]2[C:25]3[C:20](=[CH:21][CH:22]=[C:23]([C:26](O)=O)[CH:24]=3)[CH:19]=[CH:18]2)[CH2:13][CH2:12]1)=[O:10])[C:2]1[CH:7]=[CH:6][CH:5]=[CH:4][CH:3]=1.C(N1C=CN=C1)(N1C=CN=C1)=O.[OH2:41].[NH4+:42]. Product: [C:26]([C:23]1[CH:24]=[C:25]2[C:20]([CH:19]=[CH:18][N:17]2[CH:14]2[CH2:13][CH2:12][N:11]([C:9]([O:8][CH2:1][C:2]3[CH:3]=[CH:4][CH:5]=[CH:6][CH:7]=3)=[O:10])[CH2:16][CH2:15]2)=[CH:21][CH:22]=1)(=[O:41])[NH2:42]. The catalyst class is: 7. (3) Reactant: [O:1]=[C:2]1[CH2:10][C:9](C)([CH3:11])[CH2:8][C:7]2NC=[C:4]([C:13]([OH:15])=O)[C:3]1=2.C(N(CC)CC)C.Cl[C:24]([O:26][CH2:27][CH3:28])=[O:25].FC1C=CC=CC=1N.Cl. Product: [O:1]=[C:2]1[C:3]2[C:4]([C:24]([O:26][CH2:27][CH3:28])=[O:25])=[CH:13][O:15][C:7]=2[CH2:8][CH:9]([CH3:11])[CH2:10]1. The catalyst class is: 9. (4) Reactant: Cl[C:2]1[C:7]([C:8]#[N:9])=[CH:6][CH:5]=[CH:4][N:3]=1.[F:10][C:11]1[CH:16]=[CH:15][C:14](B(O)O)=[CH:13][N:12]=1.N#N.C(=O)([O-])[O-].[Cs+].[Cs+]. Product: [F:10][C:11]1[N:12]=[CH:13][C:14]([C:2]2[C:7]([C:8]#[N:9])=[CH:6][CH:5]=[CH:4][N:3]=2)=[CH:15][CH:16]=1. The catalyst class is: 127. (5) Reactant: [Cl:1][C:2]1[CH:10]=[CH:9][C:5]([C:6](Cl)=[O:7])=[CH:4][C:3]=1[N+:11]([O-:13])=[O:12].[CH3:14][NH:15][CH3:16].C(=O)(O)[O-].[Na+].O. Product: [CH3:14][N:15]([CH3:16])[C:6](=[O:7])[C:5]1[CH:9]=[CH:10][C:2]([Cl:1])=[C:3]([N+:11]([O-:13])=[O:12])[CH:4]=1. The catalyst class is: 28. (6) Reactant: [CH:1]1([C:5]2[C:13]([C:14]3[NH:15][C:16]([CH2:19][CH3:20])=[CH:17][N:18]=3)=[CH:12][C:8]([C:9]([OH:11])=O)=[C:7]([CH3:21])[CH:6]=2)[CH2:4][CH2:3][CH2:2]1.Cl.[NH:23]1[CH2:28][CH2:27][CH:26]([C:29]2[CH:36]=[CH:35][C:32]([C:33]#[N:34])=[CH:31][CH:30]=2)[CH2:25][CH2:24]1.CCN=C=NCCCN(C)C.Cl. Product: [CH:1]1([C:5]2[C:13]([C:14]3[NH:15][C:16]([CH2:19][CH3:20])=[CH:17][N:18]=3)=[CH:12][C:8]([C:9]([N:23]3[CH2:28][CH2:27][CH:26]([C:29]4[CH:36]=[CH:35][C:32]([C:33]#[N:34])=[CH:31][CH:30]=4)[CH2:25][CH2:24]3)=[O:11])=[C:7]([CH3:21])[CH:6]=2)[CH2:4][CH2:3][CH2:2]1. The catalyst class is: 277.